Dataset: Full USPTO retrosynthesis dataset with 1.9M reactions from patents (1976-2016). Task: Predict the reactants needed to synthesize the given product. (1) Given the product [CH2:1]([O:3][C:4](=[O:34])[CH2:5][CH2:6][C:7]1[CH:12]=[CH:11][C:10]([O:13][C:14]2[CH:15]=[C:16]([O:21][C:22]3[CH:27]=[CH:26][C:25]([C:28]([F:31])([F:30])[F:29])=[CH:24][C:23]=3[C:40]3[CH:45]=[CH:44][CH:43]=[CH:42][N:41]=3)[CH:17]=[C:18]([CH3:20])[CH:19]=2)=[CH:9][C:8]=1[CH3:33])[CH3:2], predict the reactants needed to synthesize it. The reactants are: [CH2:1]([O:3][C:4](=[O:34])[CH2:5][CH2:6][C:7]1[CH:12]=[CH:11][C:10]([O:13][C:14]2[CH:19]=[C:18]([CH3:20])[CH:17]=[C:16]([O:21][C:22]3[CH:27]=[CH:26][C:25]([C:28]([F:31])([F:30])[F:29])=[CH:24][C:23]=3Br)[CH:15]=2)=[CH:9][C:8]=1[CH3:33])[CH3:2].C([Sn](CCCC)(CCCC)[C:40]1[CH:45]=[CH:44][CH:43]=[CH:42][N:41]=1)CCC. (2) Given the product [CH3:29][C:25]1[CH:24]=[C:23]([C:9]2[N:10]=[C:11]([C:13]3[CH:18]=[CH:17][C:16]([S:19]([CH3:22])(=[O:21])=[O:20])=[CH:15][CH:14]=3)[S:12][C:8]=2[C:6]2[CH:5]=[CH:4][N:3]=[C:2]([S:36][C:30]3[CH:35]=[CH:34][CH:33]=[CH:32][CH:31]=3)[CH:7]=2)[CH:28]=[CH:27][CH:26]=1, predict the reactants needed to synthesize it. The reactants are: F[C:2]1[CH:7]=[C:6]([C:8]2[S:12][C:11]([C:13]3[CH:18]=[CH:17][C:16]([S:19]([CH3:22])(=[O:21])=[O:20])=[CH:15][CH:14]=3)=[N:10][C:9]=2[C:23]2[CH:28]=[CH:27][CH:26]=[C:25]([CH3:29])[CH:24]=2)[CH:5]=[CH:4][N:3]=1.[C:30]1([SH:36])[CH:35]=[CH:34][CH:33]=[CH:32][CH:31]=1.C(=O)([O-])O.[Na+]. (3) Given the product [C:32]1([CH:38]([C:40]2[CH:41]=[N:42][CH:43]=[CH:44][CH:45]=2)[C:23]#[N:25])[CH:37]=[CH:36][CH:35]=[CH:34][CH:33]=1, predict the reactants needed to synthesize it. The reactants are: C1(P(C2C=CC=CC=2)C2C=CC=CC=2)C=CC=CC=1.CCO[C:23](/[N:25]=N/C(OCC)=O)=O.[C:32]1([CH:38]([C:40]2[CH:41]=[N:42][CH:43]=[CH:44][CH:45]=2)O)[CH:37]=[CH:36][CH:35]=[CH:34][CH:33]=1.CC(C)(O)C#N. (4) Given the product [C:19]([C:16]1([NH:15][C:14]([C@@H:8]([NH:7][C:6](=[O:5])[OH:22])[CH2:9][Si:10]([CH3:12])([CH3:13])[CH3:11])=[O:21])[CH2:17][CH2:18]1)#[N:20], predict the reactants needed to synthesize it. The reactants are: C([O:5][C:6](=[O:22])[NH:7][C@H:8]([C:14](=[O:21])[NH:15][C:16]1([C:19]#[N:20])[CH2:18][CH2:17]1)[CH2:9][Si:10]([CH3:13])([CH3:12])[CH3:11])(C)(C)C.O1CCCC1. (5) Given the product [CH:1]1[C:10]2[C:5](=[CH:6][CH:7]=[CH:8][CH:9]=2)[CH:4]=[CH:3][C:2]=1[C:11]1([C:12]#[N:13])[CH2:18][CH2:17][CH2:16][CH2:15]1, predict the reactants needed to synthesize it. The reactants are: [CH:1]1[C:10]2[C:5](=[CH:6][CH:7]=[CH:8][CH:9]=2)[CH:4]=[CH:3][C:2]=1[CH2:11][C:12]#[N:13].Br[CH2:15][CH2:16][CH2:17][CH2:18]Br.ClC1C=CC(Cl)=CC=1C1(C#N)CCCC1. (6) Given the product [F:1][C:2]1[CH:3]=[C:4]2[C:8](=[CH:9][CH:10]=1)[N:7]([CH2:11][C:12]([OH:14])=[O:13])[C:6]([CH3:15])=[C:5]2[S:26][C:23]1[CH:22]=[CH:21][C:20]([C:19]([F:18])([F:27])[F:28])=[CH:25][CH:24]=1, predict the reactants needed to synthesize it. The reactants are: [F:1][C:2]1[CH:3]=[C:4]2[C:8](=[CH:9][CH:10]=1)[N:7]([CH2:11][C:12]([OH:14])=[O:13])[C:6]([CH3:15])=[CH:5]2.II.[F:18][C:19]([F:28])([F:27])[C:20]1[CH:25]=[CH:24][C:23]([SH:26])=[CH:22][CH:21]=1.